Predict the product of the given reaction. From a dataset of Forward reaction prediction with 1.9M reactions from USPTO patents (1976-2016). (1) The product is: [Br-:26].[F:25][C:21]1[CH:20]=[C:19]([CH:11]([C:12]2[CH:17]=[CH:16][CH:15]=[C:14]([F:18])[CH:13]=2)[O:10][C:8]([CH:5]2[CH2:4][CH2:3][N+:2]([CH3:1])([CH2:27][C:28](=[O:29])[C:30]3[S:31][CH:32]=[CH:33][N:34]=3)[CH2:7][CH2:6]2)=[O:9])[CH:24]=[CH:23][CH:22]=1. Given the reactants [CH3:1][N:2]1[CH2:7][CH2:6][CH:5]([C:8]([O:10][CH:11]([C:19]2[CH:24]=[CH:23][CH:22]=[C:21]([F:25])[CH:20]=2)[C:12]2[CH:17]=[CH:16][CH:15]=[C:14]([F:18])[CH:13]=2)=[O:9])[CH2:4][CH2:3]1.[Br:26][CH2:27][C:28]([C:30]1[S:31][CH:32]=[CH:33][N:34]=1)=[O:29], predict the reaction product. (2) Given the reactants [CH2:1]([C@@:5]1([CH2:36][CH3:37])[N:11]([OH:12])[C@H:10]([C:13]2[CH:18]=[CH:17][CH:16]=[CH:15][CH:14]=2)[C:9]2[CH:19]=[C:20]([O:32][CH3:33])[C:21]([CH2:23][P:24](=[O:31])([O:28]CC)[O:25]CC)=[CH:22][C:8]=2[S:7](=[O:35])(=[O:34])[CH2:6]1)[CH2:2][CH2:3][CH3:4].Br[Si](C)(C)C, predict the reaction product. The product is: [CH2:1]([C@@:5]1([CH2:36][CH3:37])[N:11]([OH:12])[C@H:10]([C:13]2[CH:14]=[CH:15][CH:16]=[CH:17][CH:18]=2)[C:9]2[CH:19]=[C:20]([O:32][CH3:33])[C:21]([CH2:23][P:24](=[O:25])([OH:28])[OH:31])=[CH:22][C:8]=2[S:7](=[O:35])(=[O:34])[CH2:6]1)[CH2:2][CH2:3][CH3:4]. (3) Given the reactants BrC1C=C(C)C(C(N2CCC(N3CCCC3)CC2)=O)=C(C)C=1.BrC1C=C(C)C(C(N2CCC(N3CCC[C@H]3CO)CC2)=O)=C(C)C=1.[F:47][C:48]([F:81])([F:80])[C:49]1[CH:50]=[C:51]([C:59]2[N:64]=[C:63]([CH3:65])[C:62]([C:66](N3CCC(N4CCCC4)CC3)=[O:67])=[C:61]([CH3:79])[N:60]=2)[CH:52]=[C:53]([C:55]([F:58])([F:57])[F:56])[CH:54]=1.[N:82]1([CH:97]2[CH2:102][CH2:101][NH:100][CH2:99][CH2:98]2)[CH2:87][CH2:86][CH:85]([O:88]C(=O)C2C=CC=CC=2)[CH2:84][CH2:83]1, predict the reaction product. The product is: [F:81][C:48]([F:47])([F:80])[C:49]1[CH:50]=[C:51]([C:59]2[N:60]=[C:61]([CH3:79])[C:62]([C:66]([N:100]3[CH2:99][CH2:98][CH:97]([N:82]4[CH2:83][CH2:84][CH:85]([OH:88])[CH2:86][CH2:87]4)[CH2:102][CH2:101]3)=[O:67])=[C:63]([CH3:65])[N:64]=2)[CH:52]=[C:53]([C:55]([F:56])([F:58])[F:57])[CH:54]=1. (4) Given the reactants [Br:1][C:2]1[CH:7]=[CH:6][C:5]([CH:8]([C:13]([CH3:16])([CH3:15])[CH3:14])[CH2:9][C:10](O)=[O:11])=[CH:4][CH:3]=1.Cl.[CH3:18][NH:19][O:20][CH3:21], predict the reaction product. The product is: [CH3:21][O:20][N:19]([CH3:18])[C:10](=[O:11])[CH2:9][CH:8]([C:5]1[CH:6]=[CH:7][C:2]([Br:1])=[CH:3][CH:4]=1)[C:13]([CH3:16])([CH3:15])[CH3:14]. (5) Given the reactants Cl[C:2]1[S:6][N:5]=[C:4]([CH2:7][Cl:8])[N:3]=1.[CH3:9][O:10][C:11]1[CH:18]=[C:17]([O:19][CH3:20])[CH:16]=[CH:15][C:12]=1[CH2:13][NH2:14].CCN(C(C)C)C(C)C, predict the reaction product. The product is: [Cl:8][CH2:7][C:4]1[N:3]=[C:2]([NH:14][CH2:13][C:12]2[CH:15]=[CH:16][C:17]([O:19][CH3:20])=[CH:18][C:11]=2[O:10][CH3:9])[S:6][N:5]=1. (6) Given the reactants [OH:1][C:2]1([CH2:15][NH:16][C:17]2([CH3:20])[CH2:19][CH2:18]2)[CH2:7][CH2:6][N:5]([C:8]([O:10][C:11]([CH3:14])([CH3:13])[CH3:12])=[O:9])[CH2:4][CH2:3]1.[Cl:21][CH2:22][C:23](Cl)=[O:24].CCN(C(C)C)C(C)C, predict the reaction product. The product is: [Cl:21][CH2:22][C:23]([N:16]([CH2:15][C:2]1([OH:1])[CH2:3][CH2:4][N:5]([C:8]([O:10][C:11]([CH3:14])([CH3:13])[CH3:12])=[O:9])[CH2:6][CH2:7]1)[C:17]1([CH3:20])[CH2:19][CH2:18]1)=[O:24].